Predict the product of the given reaction. From a dataset of Forward reaction prediction with 1.9M reactions from USPTO patents (1976-2016). (1) Given the reactants [F:1][C:2]1[CH:10]=[CH:9][CH:8]=[C:7]([F:11])[C:3]=1[C:4](Cl)=[O:5].[CH3:12][O:13][C:14]1[CH:22]=[C:21]2[C:17]([CH2:18][CH2:19][CH2:20]2)=[CH:16][C:15]=1[C:23]1[N:24]=[CH:25][C:26]([NH2:29])=[N:27][CH:28]=1.CCN(C(C)C)C(C)C, predict the reaction product. The product is: [F:1][C:2]1[CH:10]=[CH:9][CH:8]=[C:7]([F:11])[C:3]=1[C:4]([NH:29][C:26]1[CH:25]=[N:24][C:23]([C:15]2[CH:16]=[C:17]3[C:21](=[CH:22][C:14]=2[O:13][CH3:12])[CH2:20][CH2:19][CH2:18]3)=[CH:28][N:27]=1)=[O:5]. (2) Given the reactants [H-].[Na+].[OH:3][C:4]1[CH:9]=[CH:8][C:7]([CH2:10][CH2:11][CH2:12][CH2:13][N:14]2[C:22](=[O:23])[C:21]3[C:16](=[CH:17][CH:18]=[CH:19][CH:20]=3)[C:15]2=[O:24])=[CH:6][CH:5]=1.[CH3:25][N:26]([CH3:30])[C:27](Cl)=[S:28], predict the reaction product. The product is: [O:24]=[C:15]1[C:16]2[C:21](=[CH:20][CH:19]=[CH:18][CH:17]=2)[C:22](=[O:23])[N:14]1[CH2:13][CH2:12][CH2:11][CH2:10][C:7]1[CH:8]=[CH:9][C:4]([O:3][C:27](=[S:28])[N:26]([CH3:30])[CH3:25])=[CH:5][CH:6]=1. (3) Given the reactants [Cl:1][C:2]1[CH:3]=[C:4]([CH:20]=[CH:21][C:22]=1[Cl:23])[CH2:5][C:6]1([OH:19])[CH2:11][CH2:10][N:9]([C:12]([O:14][C:15]([CH3:18])([CH3:17])[CH3:16])=[O:13])[CH2:8][CH2:7]1.Cl.[Cl:25][C:26]1[CH:46]=[CH:45][C:29]([CH2:30][C:31]2([OH:44])[CH2:36][CH2:35][N:34](C(OC(C)(C)C)=O)[CH2:33][CH2:32]2)=[CH:28][CH:27]=1, predict the reaction product. The product is: [Cl:23][C:22]1[CH:2]=[CH:3][C:4]([CH2:5][C:6]2([OH:19])[CH2:7][CH2:8][N:9]([C:12]([O:14][C:15]([CH3:18])([CH3:16])[CH3:17])=[O:13])[CH2:10][CH2:11]2)=[CH:20][CH:21]=1.[ClH:1].[Cl:25][C:26]1[CH:27]=[CH:28][C:29]([CH2:30][C:31]2([OH:44])[CH2:32][CH2:33][NH:34][CH2:35][CH2:36]2)=[CH:45][CH:46]=1. (4) Given the reactants [F:1][C:2]1[CH:3]=[C:4]([CH:8]=[C:9]([CH3:12])[C:10]=1[F:11])C(O)=O.CC[N:15]([CH2:18]C)CC.C1(P(N=[N+]=[N-])(C2C=CC=CC=2)=[O:27])C=CC=CC=1.[CH3:37][C:38]([OH:41])([CH3:40])[CH3:39], predict the reaction product. The product is: [F:1][C:2]1[CH:3]=[C:4]([NH:15][C:18](=[O:27])[O:41][C:38]([CH3:40])([CH3:39])[CH3:37])[CH:8]=[C:9]([CH3:12])[C:10]=1[F:11]. (5) Given the reactants [Br:1][C:2]1[CH:3]=[C:4]([NH2:9])[CH:5]=[CH:6][C:7]=1[Cl:8].C1C(=O)N([I:17])C(=O)C1, predict the reaction product. The product is: [Br:1][C:2]1[C:7]([Cl:8])=[CH:6][C:5]([I:17])=[C:4]([NH2:9])[CH:3]=1. (6) Given the reactants [CH3:1][CH:2]([CH2:4][CH2:5][CH2:6][C@H:7]([C@@H:9]1[C@:27]2([CH3:28])[C@H:12]([C@H:13]3[C@H:24]([CH2:25][CH2:26]2)[C@:22]2([CH3:23])[C:16]([CH2:17][C@H:18]([CH2:20][CH2:21]2)O)=[CH:15][CH2:14]3)[CH2:11][CH2:10]1)[CH3:8])[CH3:3].C1(P(C2C=CC=CC=2)C2C=CC=CC=2)C=CC=CC=1.N(C(OC(C)C)=O)=NC(OC(C)C)=O.C1(P([N:76]=[N+:77]=[N-:78])(C2C=CC=CC=2)=O)C=CC=CC=1, predict the reaction product. The product is: [N:76]([C@@H:18]1[CH2:20][CH2:21][C@@:22]2([CH3:23])[C:16](=[CH:15][CH2:14][C@@H:13]3[C@@H:24]2[CH2:25][CH2:26][C@@:27]2([CH3:28])[C@H:12]3[CH2:11][CH2:10][C@@H:9]2[C@H:7]([CH3:8])[CH2:6][CH2:5][CH2:4][CH:2]([CH3:3])[CH3:1])[CH2:17]1)=[N+:77]=[N-:78].